This data is from Full USPTO retrosynthesis dataset with 1.9M reactions from patents (1976-2016). The task is: Predict the reactants needed to synthesize the given product. (1) Given the product [Br:33][C:9]1[N:5]2[CH2:4][CH2:3][N:2]([CH3:1])[C:10]3([CH2:15][CH2:14][N:13]([C:16]([O:18][CH2:19][C:20]4[CH:21]=[CH:22][CH:23]=[CH:24][CH:25]=4)=[O:17])[CH2:12][CH2:11]3)[C:6]2=[CH:7][CH:8]=1, predict the reactants needed to synthesize it. The reactants are: [CH3:1][N:2]1[C:10]2([CH2:15][CH2:14][N:13]([C:16]([O:18][CH2:19][C:20]3[CH:25]=[CH:24][CH:23]=[CH:22][CH:21]=3)=[O:17])[CH2:12][CH2:11]2)[C:6]2=[CH:7][CH:8]=[CH:9][N:5]2[CH2:4][CH2:3]1.C1C(=O)N([Br:33])C(=O)C1. (2) Given the product [Br:13][C:14]1[CH:15]=[C:16]([CH:20]=[C:21]([OH:23])[CH:22]=1)[C:17]([NH:9][C:8]1[CH:10]=[CH:11][CH:12]=[C:6]([C:5]2[NH:1][N:2]=[N:3][N:4]=2)[CH:7]=1)=[O:18], predict the reactants needed to synthesize it. The reactants are: [NH:1]1[C:5]([C:6]2[CH:7]=[C:8]([CH:10]=[CH:11][CH:12]=2)[NH2:9])=[N:4][N:3]=[N:2]1.[Br:13][C:14]1[CH:15]=[C:16]([CH:20]=[C:21]([OH:23])[CH:22]=1)[C:17](O)=[O:18]. (3) Given the product [Br:15][CH2:12][C:7]1[CH:8]=[CH:9][CH:10]=[CH:11][C:6]=1[O:5][CH2:4][CH:1]1[CH2:3][CH2:2]1, predict the reactants needed to synthesize it. The reactants are: [CH:1]1([CH2:4][O:5][C:6]2[CH:11]=[CH:10][CH:9]=[CH:8][C:7]=2[CH2:12]O)[CH2:3][CH2:2]1.P(Br)(Br)[Br:15].C(=O)(O)[O-].[Na+]. (4) Given the product [Cl:1][C:2]1[CH:3]=[C:4]([CH:12]([CH2:26][CH:27]2[CH2:33][CH2:32][O:36][CH2:29][CH2:28]2)[C:13]([NH:15][C:16]2[CH:20]=[CH:19][N:18]([CH2:21][C:45]([OH:47])([CH3:46])[CH3:44])[N:17]=2)=[O:14])[CH:5]=[CH:6][C:7]=1[S:8]([CH3:11])(=[O:9])=[O:10], predict the reactants needed to synthesize it. The reactants are: [Cl:1][C:2]1[CH:3]=[C:4]([C@@H:12]([CH2:26][CH:27]2CC[CH2:29][CH2:28]2)[C:13]([NH:15][C:16]2[CH:20]=[CH:19][N:18]([CH2:21]CC(O)=O)[N:17]=2)=[O:14])[CH:5]=[CH:6][C:7]=1[S:8]([CH3:11])(=[O:10])=[O:9].[C:32](Cl)(=[O:36])[C:33](Cl)=O.NC1C=CN([CH2:44][C:45](C)([OH:47])[CH3:46])N=1.N1C(C)=CC=CC=1C. (5) Given the product [CH3:30][C:15]1[CH:16]=[C:17]([NH:19][C:20]2[N:25]=[C:24]([C:26]([F:27])([F:29])[F:28])[CH:23]=[CH:22][N:21]=2)[CH:18]=[C:13]([C:10]2[S:9][C:8]([CH2:7][C:6]([CH3:31])([C:5]3[O:2][CH:1]=[N:3][N:4]=3)[CH3:32])=[N:12][CH:11]=2)[CH:14]=1, predict the reactants needed to synthesize it. The reactants are: [CH:1]([NH:3][NH:4][C:5](=O)[C:6]([CH3:32])([CH3:31])[CH2:7][C:8]1[S:9][C:10]([C:13]2[CH:18]=[C:17]([NH:19][C:20]3[N:25]=[C:24]([C:26]([F:29])([F:28])[F:27])[CH:23]=[CH:22][N:21]=3)[CH:16]=[C:15]([CH3:30])[CH:14]=2)=[CH:11][N:12]=1)=[O:2].CC[N+](S(N=C(OC)[O-])(=O)=O)(CC)CC. (6) The reactants are: CC1C(C2C3C(=CC(F)=CC=3)N(S(C3C=CC=CC=3)(=O)=O)C=2)=C(C)NN=1.[F:27][C:28]1[CH:36]=[C:35]2[C:31]([C:32]([C:37]3[CH:38]=[N:39][N:40]([CH:42]4[CH2:47][CH2:46][N:45]([C:48](=[O:61])[C@@H:49]([NH:53]C(=O)OC(C)(C)C)[CH:50]([CH3:52])[CH3:51])[CH2:44][CH2:43]4)[CH:41]=3)=[CH:33][NH:34]2)=[CH:30][CH:29]=1. Given the product [NH2:53][C@@H:49]([CH:50]([CH3:52])[CH3:51])[C:48]([N:45]1[CH2:46][CH2:47][CH:42]([N:40]2[CH:41]=[C:37]([C:32]3[C:31]4[C:35](=[CH:36][C:28]([F:27])=[CH:29][CH:30]=4)[NH:34][CH:33]=3)[CH:38]=[N:39]2)[CH2:43][CH2:44]1)=[O:61], predict the reactants needed to synthesize it. (7) The reactants are: [NH:1]1[CH2:6][CH2:5][CH:4]([C:7]2[S:8][C:9]([C:12]([O:14][CH2:15][CH3:16])=[O:13])=[CH:10][N:11]=2)[CH2:3][CH2:2]1.[C:17]1(P([C:17]2[CH:22]=[CH:21][CH:20]=[CH:19][CH:18]=2)[C:17]2[CH:22]=[CH:21][C:20]3[C:19](=CC=CC=3)[C:18]=2[C:17]2[C:22]3[C:21](=CC=CC=3)[CH:20]=[CH:19][C:18]=2P([C:17]2[CH:22]=[CH:21][CH:20]=[CH:19][CH:18]=2)[C:17]2[CH:22]=[CH:21][CH:20]=[CH:19][CH:18]=2)[CH:22]=[CH:21][CH:20]=[CH:19][CH:18]=1.C(=O)([O-])[O-].[Cs+].[Cs+].BrC1C=CC=CC=1. Given the product [C:17]1([N:1]2[CH2:6][CH2:5][CH:4]([C:7]3[S:8][C:9]([C:12]([O:14][CH2:15][CH3:16])=[O:13])=[CH:10][N:11]=3)[CH2:3][CH2:2]2)[CH:22]=[CH:21][CH:20]=[CH:19][CH:18]=1, predict the reactants needed to synthesize it. (8) Given the product [I:14][C:7]1[C:8]([OH:12])=[CH:9][CH:10]=[CH:11][C:6]=1[OH:13], predict the reactants needed to synthesize it. The reactants are: C(=O)(O)[O-].[Na+].[C:6]1([OH:13])[CH:11]=[CH:10][CH:9]=[C:8]([OH:12])[CH:7]=1.[I:14]I. (9) Given the product [NH:1]1[C:6]2=[N:7][CH:8]=[CH:9][C:5]2=[C:4]([N:10]2[CH2:11][CH2:12][CH:13]([NH:16][C:23]([C:20]3[CH:21]=[CH:22][N:17]=[N:18][CH:19]=3)=[O:24])[CH2:14][CH2:15]2)[N:3]=[CH:2]1, predict the reactants needed to synthesize it. The reactants are: [N:1]1[C:6]2[NH:7][CH:8]=[CH:9][C:5]=2[C:4]([N:10]2[CH2:15][CH2:14][CH:13]([NH2:16])[CH2:12][CH2:11]2)=[N:3][CH:2]=1.[N:17]1[CH:22]=[CH:21][C:20]([C:23](O)=[O:24])=[CH:19][N:18]=1.CN(C(ON1N=NC2C=CC=NC1=2)=[N+](C)C)C.F[P-](F)(F)(F)(F)F.C1C=NC2N(O)N=NC=2C=1.CCN(C(C)C)C(C)C. (10) Given the product [I:5][C:6]1[CH:11]=[C:10]2[C:9](=[CH:8][CH:7]=1)[C:17]([CH3:19])([CH3:18])[CH2:16][CH2:15][C:13]2([CH3:21])[CH3:14], predict the reactants needed to synthesize it. The reactants are: [Cl-].[Cl-].[Cl-].[Al+3].[I:5][C:6]1[CH:11]=[CH:10][CH:9]=[CH:8][CH:7]=1.Cl[C:13]([CH3:21])([CH2:15][CH2:16][C:17](Cl)([CH3:19])[CH3:18])[CH3:14].